From a dataset of Forward reaction prediction with 1.9M reactions from USPTO patents (1976-2016). Predict the product of the given reaction. (1) Given the reactants [Cl:1][C:2]1[CH:7]=[CH:6][C:5]([S:8]([NH:11][C@H:12]([CH2:16][CH:17]([CH3:19])[CH3:18])[C:13]([NH2:15])=[O:14])(=[O:10])=[O:9])=[CH:4][CH:3]=1.C(=O)([O-])[O-].[K+].[K+].[C:26]([O:30][C:31](=[O:34])[CH2:32]Br)([CH3:29])([CH3:28])[CH3:27], predict the reaction product. The product is: [C:26]([O:30][C:31](=[O:34])[CH2:32][N:11]([C@@H:12]([C:13](=[O:14])[NH2:15])[CH2:16][CH:17]([CH3:19])[CH3:18])[S:8]([C:5]1[CH:4]=[CH:3][C:2]([Cl:1])=[CH:7][CH:6]=1)(=[O:9])=[O:10])([CH3:29])([CH3:28])[CH3:27]. (2) Given the reactants [CH3:1][C:2]1[C:7]([N+:8]([O-:10])=[O:9])=[CH:6][CH:5]=[CH:4][C:3]=1[CH2:11][C:12]([OH:14])=O.[C-]#N.[K+].S(Cl)(Cl)=O.[CH2:22]([NH:25][CH2:26][CH2:27][CH3:28])[CH2:23][CH3:24], predict the reaction product. The product is: [CH3:1][C:2]1[C:7]([N+:8]([O-:10])=[O:9])=[CH:6][CH:5]=[CH:4][C:3]=1[CH2:11][C:12]([N:25]([CH2:26][CH2:27][CH3:28])[CH2:22][CH2:23][CH3:24])=[O:14]. (3) The product is: [CH3:2][O:3][C:4]([C:6]1[CH:11]=[C:10]([NH2:1])[N:9]=[C:8]([Cl:13])[N:7]=1)=[O:5]. Given the reactants [NH3:1].[CH3:2][O:3][C:4]([C:6]1[CH:11]=[C:10](Cl)[N:9]=[C:8]([Cl:13])[N:7]=1)=[O:5], predict the reaction product. (4) Given the reactants C(N(CC)CC)C.[OH:8][C@@H:9]([CH2:14][C:15]1[CH:20]=[CH:19][CH:18]=[CH:17][CH:16]=1)[C:10]([O:12][CH3:13])=[O:11].[CH3:21][S:22](Cl)(=[O:24])=[O:23].Cl, predict the reaction product. The product is: [CH3:21][S:22]([O:8][C@@H:9]([CH2:14][C:15]1[CH:20]=[CH:19][CH:18]=[CH:17][CH:16]=1)[C:10]([O:12][CH3:13])=[O:11])(=[O:24])=[O:23]. (5) Given the reactants [NH2:1][CH2:2][CH2:3][N:4]([CH:9]([C:13]1[N:14]([CH2:23][C:24]2[CH:29]=[CH:28][CH:27]=[CH:26][CH:25]=2)[C:15](=[O:22])[C:16]([CH3:21])=[C:17]([C:19]#[N:20])[N:18]=1)[CH:10]([CH3:12])[CH3:11])[C:5](=[O:8])[CH:6]=[CH2:7], predict the reaction product. The product is: [CH3:21][C:16]1[C:15](=[O:22])[N:14]([CH2:23][C:24]2[CH:29]=[CH:28][CH:27]=[CH:26][CH:25]=2)[C:13]([CH:9]([N:4]2[C:5](=[O:8])[CH2:6][CH2:7][NH:1][CH2:2][CH2:3]2)[CH:10]([CH3:12])[CH3:11])=[N:18][C:17]=1[C:19]#[N:20]. (6) The product is: [CH3:21][N:22]([CH3:24])/[CH:23]=[N:11]\[C:7]1[CH:6]=[C:5]([O:4][C:3]2[CH:12]=[CH:13][C:14]([N+:16]([O-:18])=[O:17])=[CH:15][C:2]=2[CH3:1])[CH:10]=[CH:9][N:8]=1. Given the reactants [CH3:1][C:2]1[CH:15]=[C:14]([N+:16]([O-:18])=[O:17])[CH:13]=[CH:12][C:3]=1[O:4][C:5]1[CH:10]=[CH:9][N:8]=[C:7]([NH2:11])[CH:6]=1.CO[CH:21](OC)[N:22]([CH3:24])[CH3:23], predict the reaction product. (7) Given the reactants [C:1]([O:5][C:6]([N:8]1[CH2:13][CH2:12][CH:11]([OH:14])[CH2:10][CH2:9]1)=[O:7])([CH3:4])([CH3:3])[CH3:2].F[C:16]1[CH:21]=[CH:20][C:19]([N+:22]([O-:24])=[O:23])=[CH:18][CH:17]=1.[H-].[Na+].O, predict the reaction product. The product is: [C:1]([O:5][C:6]([N:8]1[CH2:13][CH2:12][CH:11]([O:14][C:16]2[CH:21]=[CH:20][C:19]([N+:22]([O-:24])=[O:23])=[CH:18][CH:17]=2)[CH2:10][CH2:9]1)=[O:7])([CH3:4])([CH3:2])[CH3:3]. (8) Given the reactants Br[C:2]1[C:10]2[NH:9][C:8](=[O:11])[NH:7][C:6]=2[CH:5]=[C:4]([C:12]([F:15])([F:14])[F:13])[CH:3]=1.[F:16][C:17]1[CH:18]=[C:19](B(O)O)[CH:20]=[C:21]([F:24])[C:22]=1[F:23].C(COC)OC, predict the reaction product. The product is: [F:13][C:12]([F:15])([F:14])[C:4]1[CH:3]=[C:2]([C:19]2[CH:18]=[C:17]([F:16])[C:22]([F:23])=[C:21]([F:24])[CH:20]=2)[C:10]2[NH:9][C:8](=[O:11])[NH:7][C:6]=2[CH:5]=1. (9) The product is: [Br:17][CH2:9][CH:7]([OH:8])[CH2:6][CH2:5][C:4]#[C:3][Si:2]([CH3:11])([CH3:10])[CH3:1]. Given the reactants [CH3:1][Si:2]([CH3:11])([CH3:10])[C:3]#[C:4][CH2:5][CH2:6][CH:7]1[CH2:9][O:8]1.C(O)(=O)C.[Li+].[Br-:17], predict the reaction product.